Task: Predict the reactants needed to synthesize the given product.. Dataset: Full USPTO retrosynthesis dataset with 1.9M reactions from patents (1976-2016) (1) Given the product [CH2:14]([C:13]1[N:22]=[N:1][C:2]2[C:3]([C:12]=1[OH:21])=[CH:4][CH:5]=[CH:6][C:7]=2[C:8]([F:9])([F:10])[F:11])[C:15]1[CH:16]=[CH:17][CH:18]=[CH:19][CH:20]=1, predict the reactants needed to synthesize it. The reactants are: [NH2:1][C:2]1[C:7]([C:8]([F:11])([F:10])[F:9])=[CH:6][CH:5]=[CH:4][C:3]=1[C:12](=[O:21])[CH2:13][CH2:14][C:15]1[CH:20]=[CH:19][CH:18]=[CH:17][CH:16]=1.[N:22]([O-])=O.[Na+].O. (2) Given the product [N+:1]([C:4]1[CH:9]=[CH:8][C:7]([C:14]2[CH:15]=[N:16][CH:17]=[C:18]([CH:24]=2)[C:19]([O:21][CH2:22][CH3:23])=[O:20])=[CH:6][CH:5]=1)([O-:3])=[O:2], predict the reactants needed to synthesize it. The reactants are: [N+:1]([C:4]1[CH:9]=[CH:8][C:7](B(O)O)=[CH:6][CH:5]=1)([O-:3])=[O:2].Br[C:14]1[CH:15]=[N:16][CH:17]=[C:18]([CH:24]=1)[C:19]([O:21][CH2:22][CH3:23])=[O:20].C([O-])([O-])=O.[K+].[K+].N1(C2CCCCCCC2)CCCCCCN1. (3) Given the product [CH3:1][O:2][C:3]1[CH:4]=[C:5]([CH:17]=[CH:18][CH:19]=1)[CH2:6][C:7]1[O:11][N:10]=[C:9]([C:12]([OH:14])=[O:13])[CH:8]=1, predict the reactants needed to synthesize it. The reactants are: [CH3:1][O:2][C:3]1[CH:4]=[C:5]([CH:17]=[CH:18][CH:19]=1)[CH2:6][C:7]1[O:11][N:10]=[C:9]([C:12]([O:14]CC)=[O:13])[CH:8]=1.C(O)C.[OH-].[Na+]. (4) Given the product [Cl:1][C:2]1[N:7]=[N:6][C:5]([NH:8][S:9]([C:12]2[CH:18]=[CH:17][C:15]([CH3:16])=[CH:14][CH:13]=2)(=[O:11])=[O:10])=[CH:4][CH:3]=1, predict the reactants needed to synthesize it. The reactants are: [Cl:1][C:2]1[N:7]=[N:6][C:5]([NH2:8])=[CH:4][CH:3]=1.[S:9](Cl)([C:12]1[CH:18]=[CH:17][C:15]([CH3:16])=[CH:14][CH:13]=1)(=[O:11])=[O:10]. (5) Given the product [Br:1][C:2]1[CH:7]=[CH:6][CH:5]=[CH:4][C:3]=1[O:8][CH2:9][CH2:10][N:17]1[CH2:18][CH2:19][CH:14]([F:13])[CH2:15][CH2:16]1, predict the reactants needed to synthesize it. The reactants are: [Br:1][C:2]1[CH:7]=[CH:6][CH:5]=[CH:4][C:3]=1[O:8][CH2:9][CH2:10]Cl.Cl.[F:13][CH:14]1[CH2:19][CH2:18][NH:17][CH2:16][CH2:15]1.C(=O)([O-])[O-].[K+].[K+].[I-].[K+].